Dataset: Catalyst prediction with 721,799 reactions and 888 catalyst types from USPTO. Task: Predict which catalyst facilitates the given reaction. (1) Reactant: [C:1]([O:5][C:6]([N:8]1[C@@H:12]([C@@H:13]([OH:25])[C@@H:14]([NH2:24])[CH2:15][C:16]2[CH:21]=[C:20]([F:22])[CH:19]=[C:18]([F:23])[CH:17]=2)[CH2:11][O:10][C:9]1([CH3:27])[CH3:26])=[O:7])([CH3:4])([CH3:3])[CH3:2].C(N(CC)CC)C.[C:35](OC(=O)C)(=[O:37])[CH3:36]. Product: [C:1]([O:5][C:6]([N:8]1[C@@H:12]([C@@H:13]([OH:25])[C@@H:14]([NH:24][C:35](=[O:37])[CH3:36])[CH2:15][C:16]2[CH:17]=[C:18]([F:23])[CH:19]=[C:20]([F:22])[CH:21]=2)[CH2:11][O:10][C:9]1([CH3:27])[CH3:26])=[O:7])([CH3:4])([CH3:2])[CH3:3]. The catalyst class is: 54. (2) Reactant: [NH:1]1[C:9]2[C:4](=[CH:5][CH:6]=[CH:7][CH:8]=2)[C:3]([CH2:10][CH:11](N)C2C=CC=CC=2)=[CH:2]1.[CH3:19][N:20](C)[C:21]1(C2C=CC=CC=2)CCC(=O)CC1.[C:35]([OH:38])(=[O:37])[CH3:36].[BH-]([O:40][C:41]([CH3:43])=[O:42])([O:40][C:41]([CH3:43])=[O:42])[O:40][C:41]([CH3:43])=[O:42].[Na+].C([O-])(O)=O.[Na+].Cl[CH2:59][CH2:60][Cl:61]. Product: [CH3:19][N:20]([CH2:6][CH2:5][C@H:4]([C:9]1[CH:8]=[CH:7][CH:35]=[CH:36][N:1]=1)[C:3]1[CH:2]=[CH:59][C:60]([Cl:61])=[CH:11][CH:10]=1)[CH3:21].[CH:43](/[C:41]([OH:42])=[O:40])=[CH:36]/[C:35]([OH:38])=[O:37]. The catalyst class is: 7. (3) Reactant: Br[C:2]1[CH:11]=[CH:10][C:5]([C:6]([O:8][CH3:9])=[O:7])=[C:4]([O:12][CH3:13])[CH:3]=1.C([Sn](CCCC)(CCCC)[C:19]1[CH:24]=[CH:23][CH:22]=[CH:21][N:20]=1)CCC. Product: [CH3:13][O:12][C:4]1[CH:3]=[C:2]([C:19]2[CH:24]=[CH:23][CH:22]=[CH:21][N:20]=2)[CH:11]=[CH:10][C:5]=1[C:6]([O:8][CH3:9])=[O:7]. The catalyst class is: 128. (4) The catalyst class is: 17. Reactant: [CH2:1]([O:3][C:4]([CH:6]1[C:10](O)([CH3:11])[CH2:9][CH2:8][N:7]1[S:13]([C:16]1[CH:21]=[CH:20][C:19]([CH3:22])=[CH:18][CH:17]=1)(=[O:15])=[O:14])=[O:5])[CH3:2].O=P(Cl)(Cl)Cl. Product: [CH2:1]([O:3][C:4]([CH:6]1[C:10]([CH3:11])=[CH:9][CH2:8][N:7]1[S:13]([C:16]1[CH:21]=[CH:20][C:19]([CH3:22])=[CH:18][CH:17]=1)(=[O:14])=[O:15])=[O:5])[CH3:2]. (5) Reactant: [CH:1]1([C:4]([NH:6][C:7]2[N:8]=[CH:9][C:10]3[C:15]([CH:16]=2)=[CH:14][CH:13]=[C:12]([C:17]2[C:18]([CH3:27])=[N:19][CH:20]=[C:21]([CH:26]=2)[C:22](OC)=[O:23])[CH:11]=3)=[O:5])[CH2:3][CH2:2]1.[AlH4-].[Li+]. Product: [OH:23][CH2:22][C:21]1[CH:26]=[C:17]([C:12]2[CH:11]=[C:10]3[C:15]([CH:16]=[C:7]([NH:6][C:4]([CH:1]4[CH2:3][CH2:2]4)=[O:5])[N:8]=[CH:9]3)=[CH:14][CH:13]=2)[C:18]([CH3:27])=[N:19][CH:20]=1. The catalyst class is: 7. (6) Reactant: [F:1][C:2]1[CH:7]=[CH:6][CH:5]=[C:4]([OH:8])[C:3]=1[C:9]1[N:18]=[C:17]([N:19]2[CH2:23][CH2:22][C@@H:21]([NH:24]C(=O)OC(C)(C)C)[CH2:20]2)[C:16]2[C:11](=[CH:12][C:13]([CH3:32])=[CH:14][CH:15]=2)[N:10]=1.C(O)(C(F)(F)F)=O.[OH-].[Na+]. Product: [NH2:24][C@@H:21]1[CH2:22][CH2:23][N:19]([C:17]2[C:16]3[C:11](=[CH:12][C:13]([CH3:32])=[CH:14][CH:15]=3)[N:10]=[C:9]([C:3]3[C:2]([F:1])=[CH:7][CH:6]=[CH:5][C:4]=3[OH:8])[N:18]=2)[CH2:20]1. The catalyst class is: 2. (7) Reactant: [C:1]([O:5][C:6]([NH:8][O:9][C:10]([CH3:17])([CH3:16])[C:11](OCC)=[O:12])=[O:7])([CH3:4])([CH3:3])[CH3:2].[H-].[H-].[H-].[H-].[Li+].[Al+3].O.[OH-].[Na+]. Product: [OH:12][CH2:11][C:10]([O:9][NH:8][C:6](=[O:7])[O:5][C:1]([CH3:4])([CH3:3])[CH3:2])([CH3:17])[CH3:16]. The catalyst class is: 1.